This data is from Full USPTO retrosynthesis dataset with 1.9M reactions from patents (1976-2016). The task is: Predict the reactants needed to synthesize the given product. (1) Given the product [O:11]1[CH2:10][CH2:9][C:8]([C:6]([OH:7])=[O:5])([C:14]([OH:16])=[O:15])[CH2:13][CH2:12]1, predict the reactants needed to synthesize it. The reactants are: [OH-].[K+].C([O:5][C:6]([C:8]1([C:14]([O:16]CC)=[O:15])[CH2:13][CH2:12][O:11][CH2:10][CH2:9]1)=[O:7])C. (2) Given the product [CH3:1][O:2][C:3]1[CH:4]=[C:5]([C:11]2[CH:12]=[CH:13][C:14]([C:17]3[C:21]4[CH2:22][C:23]5[S:24][CH:25]=[CH:26][C:27]=5[C:20]=4[NH:19][N:18]=3)=[CH:15][CH:16]=2)[CH:6]=[CH:7][C:8]=1[O:9][CH3:10], predict the reactants needed to synthesize it. The reactants are: [CH3:1][O:2][C:3]1[CH:4]=[C:5]([C:11]2[CH:16]=[CH:15][C:14]([C:17]3[C:21]4[CH2:22][C:23]5[S:24][CH:25]=[CH:26][C:27]=5[C:20]=4[N:19](COCC[Si](C)(C)C)[N:18]=3)=[CH:13][CH:12]=2)[CH:6]=[CH:7][C:8]=1[O:9][CH3:10].Cl. (3) Given the product [Cl:1][C:2]1[CH:16]=[CH:15][C:5]([CH2:6][N:7]2[CH:12]=[C:11]([C:24]3[CH:25]=[CH:26][C:21]([CH2:20][CH2:19][CH2:18][OH:17])=[CH:22][CH:23]=3)[CH:10]=[CH:9][C:8]2=[O:14])=[CH:4][CH:3]=1, predict the reactants needed to synthesize it. The reactants are: [Cl:1][C:2]1[CH:16]=[CH:15][C:5]([CH2:6][N:7]2[CH:12]=[C:11](Br)[CH:10]=[CH:9][C:8]2=[O:14])=[CH:4][CH:3]=1.[OH:17][CH2:18][CH2:19][CH2:20][C:21]1[CH:26]=[CH:25][C:24](B(O)O)=[CH:23][CH:22]=1. (4) The reactants are: [Cl:1][C:2]1[CH:7]=[CH:6][CH:5]=[C:4]([Cl:8])[C:3]=1[CH2:9][S:10]([C:13]1[CH:14]=[C:15]2[C:19](=[CH:20][CH:21]=1)[NH:18][C:17](=[O:22])/[C:16]/2=[CH:23]\[C:24]1[NH:28][C:27]([CH3:29])=[C:26]([CH2:30][C:31](O)=[O:32])[C:25]=1[CH3:34])(=[O:12])=[O:11].C1C=CC2N(O)N=NC=2C=1.CCN=C=NCCCN(C)C.[CH:56]1([N:59]2[CH2:64][CH2:63][NH:62][CH2:61][CH2:60]2)[CH2:58][CH2:57]1. Given the product [CH:56]1([N:59]2[CH2:64][CH2:63][N:62]([C:31](=[O:32])[CH2:30][C:26]3[C:25]([CH3:34])=[C:24](/[CH:23]=[C:16]4\[C:17](=[O:22])[NH:18][C:19]5[C:15]\4=[CH:14][C:13]([S:10]([CH2:9][C:3]4[C:2]([Cl:1])=[CH:7][CH:6]=[CH:5][C:4]=4[Cl:8])(=[O:11])=[O:12])=[CH:21][CH:20]=5)[NH:28][C:27]=3[CH3:29])[CH2:61][CH2:60]2)[CH2:58][CH2:57]1, predict the reactants needed to synthesize it. (5) Given the product [C:1](=[O:3])([O:2][C:13]1[CH:14]=[CH:15][C:10]([N+:7]([O-:9])=[O:8])=[CH:11][CH:12]=1)[O:4][C:18]([CH3:23])([CH3:19])[CH3:17], predict the reactants needed to synthesize it. The reactants are: [C:1](=[O:4])([O-:3])[O-:2].[Na+].[Na+].[N+:7]([C:10]1[CH:15]=[CH:14][C:13](O)=[CH:12][CH:11]=1)([O-:9])=[O:8].[CH2:17](OC(NC1C=CNC(=O)N=1)=O)[C:18]1[CH:23]=CC=C[CH:19]=1.C(=O)([O-])[O-].[K+].[K+]. (6) Given the product [Cl:1][C:2]1[CH:10]=[C:9]2[C:5]([C:6]([C:11]([N:13]3[CH2:14][CH2:15][CH:16]([C:19]4[C:24]([O:25][CH3:26])=[CH:23][CH:22]=[CH:21][C:20]=4[O:27][CH3:28])[CH2:17][CH2:18]3)=[O:12])=[CH:7][N:8]2[CH2:30][C:31]([N:33]2[CH2:38][CH2:37][N:36]([CH3:39])[CH2:35][CH2:34]2)=[O:32])=[CH:4][CH:3]=1, predict the reactants needed to synthesize it. The reactants are: [Cl:1][C:2]1[CH:10]=[C:9]2[C:5]([C:6]([C:11]([N:13]3[CH2:18][CH2:17][CH:16]([C:19]4[C:24]([O:25][CH3:26])=[CH:23][CH:22]=[CH:21][C:20]=4[O:27][CH3:28])[CH2:15][CH2:14]3)=[O:12])=[CH:7][NH:8]2)=[CH:4][CH:3]=1.Cl[CH2:30][C:31]([N:33]1[CH2:38][CH2:37][N:36]([CH3:39])[CH2:35][CH2:34]1)=[O:32]. (7) Given the product [O:14]1[CH2:15][CH2:16][CH2:17][CH2:18][CH:13]1[O:12][C@H:10]([CH3:11])[CH2:9][OH:8], predict the reactants needed to synthesize it. The reactants are: [H-].[H-].[H-].[H-].[Li+].[Al+3].C[O:8][C:9](=O)[C@H:10]([O:12][CH:13]1[CH2:18][CH2:17][CH2:16][CH2:15][O:14]1)[CH3:11]. (8) Given the product [CH3:29][S:30]([N:19]1[CH2:20][CH2:21][CH:16]([C:14]2[S:15][C:11]([C:8]3[CH:7]=[CH:6][C:5]([N+:2]([O-:4])=[O:3])=[CH:10][CH:9]=3)=[CH:12][N:13]=2)[CH2:17][CH2:18]1)(=[O:32])=[O:31], predict the reactants needed to synthesize it. The reactants are: Cl.[N+:2]([C:5]1[CH:10]=[CH:9][C:8]([C:11]2[S:15][C:14]([CH:16]3[CH2:21][CH2:20][NH:19][CH2:18][CH2:17]3)=[N:13][CH:12]=2)=[CH:7][CH:6]=1)([O-:4])=[O:3].C(N(CC)CC)C.[CH3:29][S:30](Cl)(=[O:32])=[O:31]. (9) Given the product [CH:6]([C:5]1[CH:4]=[C:3]([CH3:11])[C:2]([O:1][C:19]([CH3:26])([CH3:25])[C:20]([O:22][CH2:23][CH3:24])=[O:21])=[C:9]([CH3:10])[CH:8]=1)=[O:7], predict the reactants needed to synthesize it. The reactants are: [OH:1][C:2]1[C:9]([CH3:10])=[CH:8][C:5]([CH:6]=[O:7])=[CH:4][C:3]=1[CH3:11].C([O-])([O-])=O.[K+].[K+].Br[C:19]([CH3:26])([CH3:25])[C:20]([O:22][CH2:23][CH3:24])=[O:21]. (10) Given the product [CH3:1][O:2][CH:3]([O:8][CH3:9])[C:4]1[CH:5]=[CH:6][NH:12][N:11]=1, predict the reactants needed to synthesize it. The reactants are: [CH3:1][O:2][CH:3]([O:8][CH3:9])[C:4](=O)[CH:5]=[CH2:6].O.[NH2:11][NH2:12].[Cl-].[Na+].